Predict which catalyst facilitates the given reaction. From a dataset of Catalyst prediction with 721,799 reactions and 888 catalyst types from USPTO. (1) Reactant: [CH:1]1([C:5]([F:18])([F:17])[C:6]2[CH:16]=[CH:15][C:9]([C:10]([O:12]CC)=[O:11])=[CH:8][CH:7]=2)[CH2:4][CH2:3][CH2:2]1.[OH-].[Na+]. Product: [CH:1]1([C:5]([F:17])([F:18])[C:6]2[CH:16]=[CH:15][C:9]([C:10]([OH:12])=[O:11])=[CH:8][CH:7]=2)[CH2:4][CH2:3][CH2:2]1. The catalyst class is: 92. (2) Reactant: Cl[C:2]1[CH:7]=[C:6]([Cl:8])[N:5]=[C:4]([NH2:9])[N:3]=1.C(N(CC)CC)C.[CH3:17][NH:18][CH:19]1[CH2:24][CH2:23][CH2:22][CH2:21][CH2:20]1. Product: [Cl:8][C:6]1[N:5]=[C:4]([NH2:9])[N:3]=[C:2]([N:18]([CH:19]2[CH2:24][CH2:23][CH2:22][CH2:21][CH2:20]2)[CH3:17])[CH:7]=1. The catalyst class is: 8. (3) Reactant: [Br:1][C:2]1[N:3]=[CH:4][N:5]([CH2:7][C:8]2[CH:18]=[CH:17][C:11]3[N:12]=[C:13]([S:15][CH3:16])[S:14][C:10]=3[CH:9]=2)[CH:6]=1.ClC1C=C(C=CC=1)C(OO)=[O:24].C([O-])(O)=O.[Na+]. Product: [Br:1][C:2]1[N:3]=[CH:4][N:5]([CH2:7][C:8]2[CH:18]=[CH:17][C:11]3[N:12]=[C:13]([S:15]([CH3:16])=[O:24])[S:14][C:10]=3[CH:9]=2)[CH:6]=1. The catalyst class is: 2. (4) Reactant: [CH3:1][N:2]1[CH:6]=[CH:5][CH:4]=[C:3]1[C:7]([O:9][CH3:10])=[O:8].[Br:11]N1C(=O)CCC1=O. Product: [CH3:10][O:9][C:7]([C:3]1[N:2]([CH3:1])[C:6]([Br:11])=[CH:5][CH:4]=1)=[O:8]. The catalyst class is: 2. (5) Reactant: C[O:2][C:3]1[CH:8]=[C:7]([O:9]C)[CH:6]=[CH:5][C:4]=1[C:11]1[C:12](=[O:33])[O:13][C:14]2[C:19]([C:20]=1[CH2:21][CH2:22][O:23]C)=[CH:18][CH:17]=[C:16]([O:25][S:26]([C:29]([F:32])([F:31])[F:30])(=[O:28])=[O:27])[CH:15]=2.B(Br)(Br)Br.O.C(OCC)(=O)C. Product: [OH:2][C:3]1[CH:8]=[C:7]([OH:9])[CH:6]=[CH:5][C:4]=1[C:11]1[C:12](=[O:33])[O:13][C:14]2[C:19]([C:20]=1[CH2:21][CH2:22][OH:23])=[CH:18][CH:17]=[C:16]([O:25][S:26]([C:29]([F:31])([F:32])[F:30])(=[O:28])=[O:27])[CH:15]=2. The catalyst class is: 2. (6) Reactant: [S:1]([CH2:11][CH2:12][O:13][C:14](=[O:17])[CH:15]=[CH2:16])([C:4]1[CH:10]=[CH:9][C:7]([CH3:8])=[CH:6][CH:5]=1)(=[O:3])=[O:2].[OH:18][CH2:19][CH2:20][CH2:21][O:22][C:23](=[O:26])[CH:24]=[CH2:25].[CH3:27][O:28][C:29](=[O:33])[C:30]([CH3:32])=[CH2:31].[CH2:34]([O:38][C:39](=[O:43])[C:40]([CH3:42])=[CH2:41])[CH:35]1[O:37][CH2:36]1.CC(N=NC(C#N)(C)C)(C#N)C. Product: [S:1]([CH2:11][CH2:12][O:13][C:14](=[O:17])[CH:15]=[CH2:16])([C:4]1[CH:5]=[CH:6][C:7]([CH3:8])=[CH:9][CH:10]=1)(=[O:3])=[O:2].[OH:18][CH2:19][CH2:20][CH2:21][O:22][C:23](=[O:26])[CH:24]=[CH2:25].[CH3:27][O:28][C:29](=[O:33])[C:30]([CH3:32])=[CH2:31].[CH2:34]([O:38][C:39](=[O:43])[C:40]([CH3:42])=[CH2:41])[CH:35]1[O:37][CH2:36]1. The catalyst class is: 7. (7) Reactant: [C:1]([O:5][C:6]([NH:8][C:9]1[C:13]2=[N:14][CH:15]=[C:16]([CH:18]([CH3:20])[CH3:19])[CH:17]=[C:12]2[O:11][C:10]=1[C:21]([O:23]CC)=[O:22])=[O:7])([CH3:4])([CH3:3])[CH3:2].[Li+].[OH-].C1COCC1.O. Product: [C:1]([O:5][C:6]([NH:8][C:9]1[C:13]2=[N:14][CH:15]=[C:16]([CH:18]([CH3:19])[CH3:20])[CH:17]=[C:12]2[O:11][C:10]=1[C:21]([OH:23])=[O:22])=[O:7])([CH3:2])([CH3:4])[CH3:3]. The catalyst class is: 5. (8) Reactant: Br[CH:2]([CH2:9][CH3:10])[C:3](=[O:8])[C:4]([CH3:7])([CH3:6])[CH3:5].[CH3:11][O:12][C:13]([C:15]1[CH:24]=[CH:23][C:22]2[C:17](=[CH:18][CH:19]=[C:20]([C:25]([CH2:36][CH3:37])([C:28]3[CH:33]=[CH:32][C:31]([OH:34])=[C:30]([CH3:35])[CH:29]=3)[CH2:26][CH3:27])[CH:21]=2)[CH:16]=1)=[O:14].C([O-])([O-])=O.[K+].[K+]. Product: [CH3:11][O:12][C:13]([C:15]1[CH:24]=[CH:23][C:22]2[C:17](=[CH:18][CH:19]=[C:20]([C:25]([C:28]3[CH:33]=[CH:32][C:31]([O:34][CH:2]([CH2:9][CH3:10])[C:3](=[O:8])[C:4]([CH3:7])([CH3:6])[CH3:5])=[C:30]([CH3:35])[CH:29]=3)([CH2:36][CH3:37])[CH2:26][CH3:27])[CH:21]=2)[CH:16]=1)=[O:14]. The catalyst class is: 85.